This data is from Forward reaction prediction with 1.9M reactions from USPTO patents (1976-2016). The task is: Predict the product of the given reaction. (1) The product is: [Br:1][C:2]1[CH:9]=[C:6]([CH:7]2[O:11][C:12]([CH3:14])([CH3:13])[C:15]([CH3:17])([CH3:16])[O:8]2)[C:5]([NH:19][NH2:20])=[N:4][CH:3]=1. Given the reactants [Br:1][C:2]1[CH:3]=[N:4][C:5](F)=[C:6]([CH:9]=1)[CH:7]=[O:8].[OH:11][C:12]([C:15](O)([CH3:17])[CH3:16])([CH3:14])[CH3:13].[NH2:19][NH2:20], predict the reaction product. (2) Given the reactants F[C:2]1[CH:8]=[CH:7][C:5]([NH2:6])=[CH:4][C:3]=1[N+:9]([O-:11])=[O:10].Cl[CH2:13][CH2:14][O:15][C:16](Cl)=[O:17].[CH3:19][O-:20].[Na+].O, predict the reaction product. The product is: [CH3:19][O:20][C:2]1[CH:8]=[CH:7][C:5]([N:6]2[CH2:13][CH2:14][O:15][C:16]2=[O:17])=[CH:4][C:3]=1[N+:9]([O-:11])=[O:10]. (3) Given the reactants FC(F)(F)OC1C=C(C2C=CC=C(CO)C=2)C=CC=1.C[O:21][C:22](=[O:53])[CH2:23][O:24][C:25]1[CH:30]=[C:29]([O:31][CH3:32])[C:28]([S:33][CH2:34][C:35]2[CH:36]=[C:37]([C:41]3[CH:46]=[CH:45][CH:44]=[C:43]([O:47][C:48]([F:51])([F:50])[F:49])[CH:42]=3)[CH:38]=[CH:39][CH:40]=2)=[CH:27][C:26]=1[CH3:52], predict the reaction product. The product is: [CH3:32][O:31][C:29]1[C:28]([S:33][CH2:34][C:35]2[CH:36]=[C:37]([C:41]3[CH:46]=[CH:45][CH:44]=[C:43]([O:47][C:48]([F:51])([F:50])[F:49])[CH:42]=3)[CH:38]=[CH:39][CH:40]=2)=[CH:27][C:26]([CH3:52])=[C:25]([CH:30]=1)[O:24][CH2:23][C:22]([OH:53])=[O:21]. (4) Given the reactants CO[C:3](=[O:8])[CH2:4][C:5](=O)[CH3:6].Br[CH2:10][C:11]([C:13]1[CH:18]=[C:17]([Cl:19])[CH:16]=[CH:15][C:14]=1[F:20])=O.[CH3:21][C:22]1([CH3:28])[CH2:24][C@@H:23]1[C:25]([NH2:27])=O.[H-].[H-].[H-].[H-].[Li+].[Al+3].[NH2:35][C@@H:36]1[CH2:41][CH2:40][CH2:39][CH2:38][C@H:37]1[OH:42], predict the reaction product. The product is: [OH:42][C@@H:37]1[CH2:38][CH2:39][CH2:40][CH2:41][C@H:36]1[NH:35][C:3]([C:4]1[CH:10]=[C:11]([C:13]2[CH:18]=[C:17]([Cl:19])[CH:16]=[CH:15][C:14]=2[F:20])[N:27]([CH2:25][C@H:23]2[CH2:24][C:22]2([CH3:28])[CH3:21])[C:5]=1[CH3:6])=[O:8]. (5) The product is: [CH2:1]([O:3][C:4](=[O:19])[CH2:5][O:6][C:7]1[CH:16]=[CH:15][C:14]2[C:9](=[CH:10][CH:11]=[C:12]([C:21]3[S:20][C:24]4[CH:25]=[CH:26][CH:27]=[CH:28][C:23]=4[CH:22]=3)[CH:13]=2)[C:8]=1[Br:18])[CH3:2]. Given the reactants [CH2:1]([O:3][C:4](=[O:19])[CH2:5][O:6][C:7]1[CH:16]=[CH:15][C:14]2[C:9](=[CH:10][CH:11]=[C:12](Br)[CH:13]=2)[C:8]=1[Br:18])[CH3:2].[S:20]1[C:24]2[CH:25]=[CH:26][CH:27]=[CH:28][C:23]=2[CH:22]=[C:21]1B(O)O.C(=O)([O-])[O-].[K+].[K+].Cl, predict the reaction product. (6) The product is: [Cl:1][C:2]1[C:3]2[C:17]([C:18]#[C:19][Si:20]([CH3:22])([CH3:23])[CH3:21])=[CH:16][N:15]([CH2:24][C:25]3[C:30]([CH3:31])=[C:29]([O:32][CH3:33])[C:28]([CH3:34])=[CH:27][N:26]=3)[C:4]=2[N:5]=[C:6]([NH2:8])[N:7]=1. Given the reactants [Cl:1][C:2]1[C:3]2[C:17]([C:18]#[C:19][Si:20]([CH3:23])([CH3:22])[CH3:21])=[CH:16][N:15]([CH2:24][C:25]3[C:30]([CH3:31])=[C:29]([O:32][CH3:33])[C:28]([CH3:34])=[CH:27][N:26]=3)[C:4]=2[N:5]=[C:6]([NH:8]C(=O)C(C)(C)C)[N:7]=1, predict the reaction product.